From a dataset of NCI-60 drug combinations with 297,098 pairs across 59 cell lines. Regression. Given two drug SMILES strings and cell line genomic features, predict the synergy score measuring deviation from expected non-interaction effect. Drug 1: C1CC(C1)(C(=O)O)C(=O)O.[NH2-].[NH2-].[Pt+2]. Drug 2: C1CC(=O)NC(=O)C1N2C(=O)C3=CC=CC=C3C2=O. Cell line: HS 578T. Synergy scores: CSS=0.970, Synergy_ZIP=0.322, Synergy_Bliss=1.61, Synergy_Loewe=2.68, Synergy_HSA=0.369.